Dataset: Reaction yield outcomes from USPTO patents with 853,638 reactions. Task: Predict the reaction yield, written as a fraction of the theoretical maximum amount of product (1.0 means a 100% yield; for example, 0.34 means a 34% yield). (1) The reactants are [F:1][C:2]([F:13])([F:12])[C:3]1[CH:4]=[C:5]([CH:9]=[CH:10][CH:11]=1)[C:6](Cl)=[O:7].[CH2:14]([NH:21][C:22]([C:24]1[S:28][C:27]([NH2:29])=[N:26][C:25]=1[CH3:30])=[O:23])[C:15]1[CH:20]=[CH:19][CH:18]=[CH:17][CH:16]=1. No catalyst specified. The product is [CH2:14]([NH:21][C:22]([C:24]1[S:28][C:27]([NH:29][C:6](=[O:7])[C:5]2[CH:9]=[CH:10][CH:11]=[C:3]([C:2]([F:13])([F:12])[F:1])[CH:4]=2)=[N:26][C:25]=1[CH3:30])=[O:23])[C:15]1[CH:20]=[CH:19][CH:18]=[CH:17][CH:16]=1. The yield is 0.270. (2) The yield is 1.00. The product is [Br:1][C:2]1[C:3]([CH3:23])=[C:4]([NH:8][CH2:9][C:10]2[CH:14]=[C:13]([C:15]([CH3:17])([CH3:18])[CH3:16])[S:12][C:11]=2[C:19]([OH:21])=[O:20])[CH:5]=[CH:6][CH:7]=1. The catalyst is O. The reactants are [Br:1][C:2]1[C:3]([CH3:23])=[C:4]([NH:8][CH2:9][C:10]2[CH:14]=[C:13]([C:15]([CH3:18])([CH3:17])[CH3:16])[S:12][C:11]=2[C:19]([O:21]C)=[O:20])[CH:5]=[CH:6][CH:7]=1.C1COCC1.CO.[OH-].[Li+]. (3) The reactants are O.NN.[S:4]1[C:8]2[CH:9]=[C:10]([N:13]([CH3:18])[S:14]([CH3:17])(=[O:16])=[O:15])[CH:11]=[CH:12][C:7]=2[N:6]=C1.C(N(CC)CC)C.[CH3:26][O:27][C:28](=[O:34])[CH2:29][C:30](=O)[CH2:31]Cl. The catalyst is C(O)C.O1CCCC1. The product is [CH3:26][O:27][C:28](=[O:34])[CH2:29][C:30]1[NH:6][C:7]2[CH:12]=[CH:11][C:10]([N:13]([S:14]([CH3:17])(=[O:15])=[O:16])[CH3:18])=[CH:9][C:8]=2[S:4][CH:31]=1. The yield is 0.640. (4) The reactants are Br.Br[CH2:3][C:4]([C:6]1[CH:11]=[CH:10][C:9]([Br:12])=[CH:8][N:7]=1)=[O:5].[CH3:13][C:14]1[NH:15][CH:16]=[CH:17][N:18]=1. The catalyst is C1COCC1.ClCCl. The product is [Br:12][C:9]1[CH:10]=[CH:11][C:6]([C:4](=[O:5])[CH2:3][N:15]2[CH:16]=[CH:17][N:18]=[C:14]2[CH3:13])=[N:7][CH:8]=1. The yield is 0.660. (5) The reactants are [NH2:1][C:2]1[CH:3]=[C:4]([C:8]#[C:9][C:10]2[CH:11]=[C:12]([NH:16][C:17](=[O:23])[O:18][C:19]([CH3:22])([CH3:21])[CH3:20])[CH:13]=[N:14][CH:15]=2)[CH:5]=[CH:6][CH:7]=1. The catalyst is [Pd].CC([O-])=O.CC([O-])=O.[Pb+2].CO. The product is [NH2:1][C:2]1[CH:3]=[C:4](/[CH:8]=[CH:9]\[C:10]2[CH:11]=[C:12]([NH:16][C:17](=[O:23])[O:18][C:19]([CH3:21])([CH3:20])[CH3:22])[CH:13]=[N:14][CH:15]=2)[CH:5]=[CH:6][CH:7]=1. The yield is 0.420. (6) The reactants are [C:1](Cl)(=[O:19])[CH2:2][CH2:3][CH2:4][CH2:5][CH2:6][CH2:7][CH2:8]/[CH:9]=[CH:10]\[CH2:11]/[CH:12]=[CH:13]\[CH2:14][CH2:15][CH2:16][CH2:17][CH3:18].[C:21]([O:25][C:26](=[O:52])/[CH:27]=[CH:28]/[C:29]1[CH:34]=[CH:33][C:32]([C:35]2[CH:40]=[CH:39][C:38]([OH:41])=[C:37]([C:42]34[CH2:51][CH:46]5[CH2:47][CH:48]([CH2:50][CH:44]([CH2:45]5)[CH2:43]3)[CH2:49]4)[CH:36]=2)=[CH:31][CH:30]=1)([CH3:24])([CH3:23])[CH3:22].CCOC(C)=O. The catalyst is N1C=CC=CC=1. The product is [C:42]12([C:37]3[CH:36]=[C:35]([C:32]4[CH:33]=[CH:34][C:29]([CH:28]=[CH:27][C:26]([O:25][C:21]([CH3:24])([CH3:23])[CH3:22])=[O:52])=[CH:30][CH:31]=4)[CH:40]=[CH:39][C:38]=3[O:41][C:1](=[O:19])[CH2:2][CH2:3][CH2:4][CH2:5][CH2:6][CH2:7][CH2:8]/[CH:9]=[CH:10]/[CH2:11][CH:12]=[CH:13][CH2:14][CH2:15][CH2:16][CH2:17][CH3:18])[CH2:43][CH:44]3[CH2:50][CH:48]([CH2:47][CH:46]([CH2:45]3)[CH2:51]1)[CH2:49]2. The yield is 0.650. (7) The reactants are [CH2:1]([O:8][C:9]1[CH:10]=[C:11]2[C:15](=[CH:16][CH:17]=1)[N:14]([CH3:18])[C:13]([C:19]([NH:21][CH3:22])=O)=[CH:12]2)[C:2]1[CH:7]=[CH:6][CH:5]=[CH:4][CH:3]=1.CNC(C1N(C)C2C(C=1)=CC=CC=2)=O. No catalyst specified. The product is [CH2:1]([O:8][C:9]1[CH:10]=[C:11]2[C:15](=[CH:16][CH:17]=1)[N:14]([CH3:18])[C:13]([CH2:19][NH:21][CH3:22])=[CH:12]2)[C:2]1[CH:3]=[CH:4][CH:5]=[CH:6][CH:7]=1. The yield is 0.690.